This data is from Forward reaction prediction with 1.9M reactions from USPTO patents (1976-2016). The task is: Predict the product of the given reaction. (1) Given the reactants [C:1]([C:5]1[CH:10]=[CH:9][C:8]([C:11]2[N:12]([C:32](Cl)=[O:33])[C@@:13]([C:25]3[CH:30]=[CH:29][C:28]([Cl:31])=[CH:27][CH:26]=3)([CH3:24])[C@@:14]([C:17]3[CH:22]=[CH:21][C:20]([Cl:23])=[CH:19][CH:18]=3)([CH3:16])[N:15]=2)=[C:7]([O:35][CH2:36][CH3:37])[CH:6]=1)([CH3:4])([CH3:3])[CH3:2].Cl.Cl.[N:40]1([CH2:46][C:47]([NH2:49])=[O:48])[CH2:45][CH2:44][NH:43][CH2:42][CH2:41]1, predict the reaction product. The product is: [C:1]([C:5]1[CH:10]=[CH:9][C:8]([C:11]2[N:12]([C:32]([N:43]3[CH2:44][CH2:45][N:40]([CH2:46][C:47]([NH2:49])=[O:48])[CH2:41][CH2:42]3)=[O:33])[C@@:13]([C:25]3[CH:30]=[CH:29][C:28]([Cl:31])=[CH:27][CH:26]=3)([CH3:24])[C@@:14]([C:17]3[CH:22]=[CH:21][C:20]([Cl:23])=[CH:19][CH:18]=3)([CH3:16])[N:15]=2)=[C:7]([O:35][CH2:36][CH3:37])[CH:6]=1)([CH3:3])([CH3:2])[CH3:4]. (2) Given the reactants [NH2:1][C:2]1[C:3]([F:20])=[C:4]([C:16]([F:19])=[CH:17][CH:18]=1)[C:5]([N:7]1[CH2:11][CH2:10][CH2:9][C@H:8]1[C:12]([O:14][CH3:15])=[O:13])=[O:6].[CH3:21][O:22][C:23]1[C:24](=O)[C:25](=[O:29])[C:26]=1[O:27]C, predict the reaction product. The product is: [F:20][C:3]1[C:2]([NH:1][C:24]2[C:25](=[O:29])[C:26](=[O:27])[C:23]=2[O:22][CH3:21])=[CH:18][CH:17]=[C:16]([F:19])[C:4]=1[C:5]([N:7]1[CH2:11][CH2:10][CH2:9][C@H:8]1[C:12]([O:14][CH3:15])=[O:13])=[O:6]. (3) Given the reactants [CH3:1][C:2]1[O:6][N:5]=[C:4]([C:7]2[CH:12]=[CH:11][CH:10]=[CH:9][N:8]=2)[C:3]=1[CH2:13][O:14][C:15]1[CH:16]=[CH:17][C:18]([C:21]([OH:23])=O)=[N:19][CH:20]=1.[NH:24]1[CH2:29][CH2:28][S:27][CH2:26][CH2:25]1, predict the reaction product. The product is: [CH3:1][C:2]1[O:6][N:5]=[C:4]([C:7]2[CH:12]=[CH:11][CH:10]=[CH:9][N:8]=2)[C:3]=1[CH2:13][O:14][C:15]1[CH:16]=[CH:17][C:18]([C:21]([N:24]2[CH2:29][CH2:28][S:27][CH2:26][CH2:25]2)=[O:23])=[N:19][CH:20]=1.